This data is from Full USPTO retrosynthesis dataset with 1.9M reactions from patents (1976-2016). The task is: Predict the reactants needed to synthesize the given product. (1) Given the product [CH3:1][O:2][C:3](=[O:26])[CH2:4][C:5]1[CH:10]=[CH:9][CH:8]=[C:7]([O:11][C:12]2[CH:17]=[CH:16][C:15]([C:18]([F:20])([F:19])[F:21])=[CH:14][C:13]=2[CH2:22][N:23]([S:36]([C:33]2[CH:32]=[CH:31][C:30]([C:27](=[O:29])[CH3:28])=[CH:35][CH:34]=2)(=[O:38])=[O:37])[CH2:24][CH3:25])[CH:6]=1, predict the reactants needed to synthesize it. The reactants are: [CH3:1][O:2][C:3](=[O:26])[CH2:4][C:5]1[CH:10]=[CH:9][CH:8]=[C:7]([O:11][C:12]2[CH:17]=[CH:16][C:15]([C:18]([F:21])([F:20])[F:19])=[CH:14][C:13]=2[CH2:22][NH:23][CH2:24][CH3:25])[CH:6]=1.[C:27]([C:30]1[CH:35]=[CH:34][C:33]([S:36](Cl)(=[O:38])=[O:37])=[CH:32][CH:31]=1)(=[O:29])[CH3:28]. (2) The reactants are: [F:1][C@@H:2]1[CH2:6][N:5]([C:7]([O:9][C:10]([CH3:13])([CH3:12])[CH3:11])=[O:8])[C@@H:4]([CH2:14][OH:15])[CH2:3]1.C(N(CC)CC)C.[CH3:23][S:24](Cl)(=[O:26])=[O:25]. Given the product [F:1][C@@H:2]1[CH2:6][N:5]([C:7]([O:9][C:10]([CH3:11])([CH3:12])[CH3:13])=[O:8])[C@@H:4]([CH2:14][O:15][S:24]([CH3:23])(=[O:26])=[O:25])[CH2:3]1, predict the reactants needed to synthesize it. (3) Given the product [Br:1][C:2]1[CH:3]=[C:4]2[C:5]([C:15](=[O:16])[CH:10]=[CH:9][NH:8]2)=[N:6][CH:7]=1, predict the reactants needed to synthesize it. The reactants are: [Br:1][C:2]1[CH:3]=[C:4]([NH:8][CH:9]=[C:10]2[C:15](=[O:16])OC(C)(C)OC2=O)[CH:5]=[N:6][CH:7]=1.C1(OC2C=CC=CC=2)C=CC=CC=1. (4) Given the product [Cl:43][C:44]1[CH:45]=[CH:46][C:47]([C@@H:50]2[C:57]3[C:56]([CH2:58][O:59][CH3:60])=[N:55][N:54]([CH:61]4[CH2:62][CH2:63]4)[C:53]=3[C:52](=[O:64])[N:51]2[C:65]2[CH:66]=[C:67]([CH3:75])[C:68]3[N:69]([C:71]([CH3:74])=[N:72][N:73]=3)[CH:70]=2)=[CH:48][CH:49]=1, predict the reactants needed to synthesize it. The reactants are: ClC1C=CC(C2C3C(C)=NN(C4CN(C(OC(C)(C)C)=O)C4)C=3C(=O)N2C2C=C(C)C3N(C(C)=NN=3)C=2)=CC=1.CCO.[Cl:43][C:44]1[CH:49]=[CH:48][C:47]([CH:50]2[C:57]3[C:56]([CH2:58][O:59][CH3:60])=[N:55][N:54]([CH:61]4[CH2:63][CH2:62]4)[C:53]=3[C:52](=[O:64])[N:51]2[C:65]2[CH:66]=[C:67]([CH3:75])[C:68]3[N:69]([C:71]([CH3:74])=[N:72][N:73]=3)[CH:70]=2)=[CH:46][CH:45]=1.C(Cl)Cl.CO. (5) Given the product [Cl:27][C:28]1[C:33]([Cl:34])=[CH:32][CH:31]=[CH:30][C:29]=1[N:35]1[CH2:40][CH2:39][N:38]([CH2:2][CH2:3][CH2:4][CH2:5][O:6][C:7]2[CH:16]=[C:15]3[C:10]([CH2:11][CH2:12][C:13](=[O:17])[NH:14]3)=[CH:9][CH:8]=2)[CH2:37][CH2:36]1, predict the reactants needed to synthesize it. The reactants are: Br[CH2:2][CH2:3][CH2:4][CH2:5][O:6][C:7]1[CH:16]=[C:15]2[C:10]([CH2:11][CH2:12][C:13](=[O:17])[NH:14]2)=[CH:9][CH:8]=1.[I-].[Na+].C(=O)([O-])[O-].[Na+].[Na+].Cl.[Cl:27][C:28]1[C:33]([Cl:34])=[CH:32][CH:31]=[CH:30][C:29]=1[N:35]1[CH2:40][CH2:39][NH:38][CH2:37][CH2:36]1.